From a dataset of Full USPTO retrosynthesis dataset with 1.9M reactions from patents (1976-2016). Predict the reactants needed to synthesize the given product. (1) Given the product [O:30]1[CH:31]=[CH:32][C:28]([O:15][CH2:14][CH:11]2[CH2:12][CH2:13][N:8]([C:7]3[CH:6]=[CH:5][C:4]([N:16]4[CH2:20][C@H:19]([CH2:21][NH:22][C:23](=[O:25])[CH3:24])[O:18][C:17]4=[O:26])=[CH:3][C:2]=3[F:1])[CH2:9][CH2:10]2)=[N:29]1, predict the reactants needed to synthesize it. The reactants are: [F:1][C:2]1[CH:3]=[C:4]([N:16]2[CH2:20][C@H:19]([CH2:21][NH:22][C:23](=[O:25])[CH3:24])[O:18][C:17]2=[O:26])[CH:5]=[CH:6][C:7]=1[N:8]1[CH2:13][CH2:12][CH:11]([CH2:14][OH:15])[CH2:10][CH2:9]1.O[C:28]1[CH:32]=[CH:31][O:30][N:29]=1.C1(P(C2C=CC=CC=2)C2C=CC=CC=2)C=CC=CC=1.CC(OC(/N=N/C(OC(C)C)=O)=O)C. (2) Given the product [ClH:16].[CH2:5]1[C:6]2[CH:11]=[CH:10][CH:9]=[CH:8][C:7]=2[CH2:1][CH2:2][NH:3][CH2:4]1, predict the reactants needed to synthesize it. The reactants are: [CH2:1]1[C:7]2[CH:8]=[CH:9][CH:10]=[CH:11][C:6]=2[CH2:5][C:4](=O)[NH:3][C:2]1=O.CO.[ClH:16]. (3) Given the product [CH3:33][O:34][C:8]1[CH:7]=[CH:6][C:5]2[C:10](=[CH:11][CH:12]=[CH:13][C:4]=2[N+:1]([O-:3])=[O:2])[N:9]=1, predict the reactants needed to synthesize it. The reactants are: [N+:1]([C:4]1[CH:13]=[CH:12][CH:11]=[C:10]2[C:5]=1[CH:6]=[CH:7][CH:8]=[N+:9]2[O-])([O-:3])=[O:2].C1(C)C(S(Cl)(=O)=O)=CC=CC=1.C(N(CC)CC)C.[CH3:33][OH:34]. (4) Given the product [C:10]([CH2:9][CH2:8][CH2:7][CH2:6][O:5][C:4]1[CH:12]=[C:13]([O:16][CH2:17][C:18]2[C:19]([CH3:30])=[C:20]([C:24]3[CH:29]=[CH:28][CH:27]=[CH:26][CH:25]=3)[CH:21]=[CH:22][CH:23]=2)[CH:14]=[CH:15][C:3]=1[CH2:1][NH:31][CH2:32][C@@H:33]([OH:38])[CH2:34][C:35]([OH:37])=[O:36])#[N:11], predict the reactants needed to synthesize it. The reactants are: [CH:1]([C:3]1[CH:15]=[CH:14][C:13]([O:16][CH2:17][C:18]2[C:19]([CH3:30])=[C:20]([C:24]3[CH:29]=[CH:28][CH:27]=[CH:26][CH:25]=3)[CH:21]=[CH:22][CH:23]=2)=[CH:12][C:4]=1[O:5][CH2:6][CH2:7][CH2:8][CH2:9][C:10]#[N:11])=O.[NH2:31][CH2:32][C@@H:33]([OH:38])[CH2:34][C:35]([OH:37])=[O:36].C([BH3-])#N.[Na+]. (5) Given the product [Cl:14][C:12]1[N:11]=[C:10]2[C:6]([N:7]=[CH:8][N:9]2[CH:15]2[CH2:19][CH2:18][CH2:17][CH2:16]2)=[C:5]([NH:4][CH2:3][CH2:2][NH:1][S:37]([C:34]2[CH:35]=[CH:36][C:31]([F:30])=[CH:32][CH:33]=2)(=[O:39])=[O:38])[N:13]=1, predict the reactants needed to synthesize it. The reactants are: [NH2:1][CH2:2][CH2:3][NH:4][C:5]1[N:13]=[C:12]([Cl:14])[N:11]=[C:10]2[C:6]=1[N:7]=[CH:8][N:9]2[CH:15]1[CH2:19][CH2:18][CH2:17][CH2:16]1.C(Cl)Cl.C(N(CC)CC)C.[F:30][C:31]1[CH:36]=[CH:35][C:34]([S:37](Cl)(=[O:39])=[O:38])=[CH:33][CH:32]=1.